From a dataset of Peptide-MHC class I binding affinity with 185,985 pairs from IEDB/IMGT. Regression. Given a peptide amino acid sequence and an MHC pseudo amino acid sequence, predict their binding affinity value. This is MHC class I binding data. (1) The peptide sequence is HVTGRWNWW. The MHC is HLA-B27:03 with pseudo-sequence HLA-B27:03. The binding affinity (normalized) is 0.0847. (2) The peptide sequence is VLFTFVLLL. The MHC is HLA-A02:01 with pseudo-sequence HLA-A02:01. The binding affinity (normalized) is 0.787. (3) The binding affinity (normalized) is 0.733. The MHC is HLA-A02:19 with pseudo-sequence HLA-A02:19. The peptide sequence is FLPPQIPVI.